This data is from Forward reaction prediction with 1.9M reactions from USPTO patents (1976-2016). The task is: Predict the product of the given reaction. (1) Given the reactants [C:1]([O:5][C:6](=[O:20])[NH:7][C@H:8]([CH2:13][C:14]1[CH:19]=[CH:18][CH:17]=[CH:16][CH:15]=1)[C@@H:9]([OH:12])[CH2:10]Cl)([CH3:4])([CH3:3])[CH3:2].[OH-].[K+], predict the reaction product. The product is: [C:1]([O:5][C:6](=[O:20])[NH:7][C@@H:8]([C@@H:9]1[CH2:10][O:12]1)[CH2:13][C:14]1[CH:19]=[CH:18][CH:17]=[CH:16][CH:15]=1)([CH3:4])([CH3:3])[CH3:2]. (2) Given the reactants [ClH:1].[CH2:2]1[CH2:7][CH:6]([CH:8]([C:15]([OH:17])=[O:16])[C:9]2[CH:14]=[CH:13][CH:12]=[CH:11][CH:10]=2)[NH:5][CH2:4][CH2:3]1.[C:18](OC)(OC)(OC)C, predict the reaction product. The product is: [CH3:18][O:16][C:15]([C@@H:8]([C:9]1[CH:10]=[CH:11][CH:12]=[CH:13][CH:14]=1)[C@H:6]1[NH:5][CH2:4][CH2:3][CH2:2][CH2:7]1)=[O:17].[ClH:1]. (3) Given the reactants Cl[C:2]1[CH:7]=[CH:6][C:5]([C:8]2[N:12](CC3C=CC(CCC(O)=O)=CC=3)[C:11]3[CH:25]=[C:26]([F:30])[C:27]([F:29])=[CH:28][C:10]=3[N:9]=2)=[C:4](OCC2CCCC2)[CH:3]=1.FC1C=C(N)C(N)=CC=1F.[Br:48]C1C=CC=CC=1C(O)=O, predict the reaction product. The product is: [Br:48][C:4]1[CH:3]=[CH:2][CH:7]=[CH:6][C:5]=1[C:8]1[NH:12][C:11]2[CH:25]=[C:26]([F:30])[C:27]([F:29])=[CH:28][C:10]=2[N:9]=1. (4) Given the reactants [NH2:1][C:2]1[CH:3]=[N:4][C:5]2[C:10]([C:11]=1[SH:12])=[CH:9][CH:8]=[CH:7][CH:6]=2.[C:13](OC(=O)C)(=O)[CH3:14], predict the reaction product. The product is: [CH3:13][C:14]1[S:12][C:11]2[C:10]3[CH:9]=[CH:8][CH:7]=[CH:6][C:5]=3[N:4]=[CH:3][C:2]=2[N:1]=1. (5) Given the reactants [CH2:1]([N:4]1[CH2:9][C@@H:8]2[CH2:10][C@H:5]1[CH2:6][NH:7]2)[CH2:2][CH3:3].[I:11][C:12]1[CH:20]=[CH:19][C:15]([C:16](Cl)=[O:17])=[CH:14][CH:13]=1, predict the reaction product. The product is: [I:11][C:12]1[CH:20]=[CH:19][C:15]([C:16]([N:7]2[CH2:6][C@@H:5]3[CH2:10][C@H:8]2[CH2:9][N:4]3[CH2:1][CH2:2][CH3:3])=[O:17])=[CH:14][CH:13]=1. (6) Given the reactants [NH2:1][C:2]1[C:10]([Cl:11])=[CH:9][C:8]([Cl:12])=[CH:7][C:3]=1[C:4]([OH:6])=[O:5].S(=O)(=O)(O)O.[CH3:18]O, predict the reaction product. The product is: [CH3:18][O:5][C:4](=[O:6])[C:3]1[CH:7]=[C:8]([Cl:12])[CH:9]=[C:10]([Cl:11])[C:2]=1[NH2:1]. (7) Given the reactants [Br:1][C:2]1[C:10]2[C:9](=[O:11])[N:8]([CH3:12])[C:7](=[O:13])[N:6]([CH2:14][CH:15]([CH3:17])[CH3:16])[C:5]=2[S:4][C:3]=1[CH:18](O)[C:19]1[CH:24]=[CH:23][CH:22]=[CH:21][C:20]=1[C:25]([F:28])([F:27])[F:26].FC(F)(F)C(O)=O.C(Cl)Cl, predict the reaction product. The product is: [Br:1][C:2]1[C:10]2[C:9](=[O:11])[N:8]([CH3:12])[C:7](=[O:13])[N:6]([CH2:14][CH:15]([CH3:16])[CH3:17])[C:5]=2[S:4][C:3]=1[CH2:18][C:19]1[CH:24]=[CH:23][CH:22]=[CH:21][C:20]=1[C:25]([F:26])([F:27])[F:28]. (8) The product is: [OH:58][C:51]1[C:50]([CH2:49][NH:48][C:14](=[O:15])[C:13]2[CH:17]=[CH:18][C:10]([CH:8]([O:7][C:4]3[CH:5]=[C:26]([CH3:25])[CH:27]=[CH:2][CH:3]=3)[CH3:9])=[CH:11][CH:12]=2)=[C:55]([CH3:56])[CH:54]=[C:53]([CH3:57])[N:52]=1. Given the reactants O1C[CH2:5][CH:4]([O:7][CH:8]([C:10]2[CH:18]=[CH:17][C:13]([C:14](O)=[O:15])=[CH:12][CH:11]=2)[CH3:9])[CH2:3][CH2:2]1.Cl.C(N=C=N[CH2:25][CH2:26][CH2:27]N(C)C)C.ON1C2C=CC=CC=2N=N1.C(N(CC)CC)C.[NH2:48][CH2:49][C:50]1[C:51]([OH:58])=[N:52][C:53]([CH3:57])=[CH:54][C:55]=1[CH3:56], predict the reaction product.